Task: Predict the reactants needed to synthesize the given product.. Dataset: Retrosynthesis with 50K atom-mapped reactions and 10 reaction types from USPTO (1) Given the product CC(C)[C@H](NC(=O)OCc1ccccc1)C(=O)OCC(C)(C)NC(=O)OC(C)(C)C, predict the reactants needed to synthesize it. The reactants are: CC(C)(CO)NC(=O)OC(C)(C)C.CC(C)[C@H](NC(=O)OCc1ccccc1)C(=O)O. (2) Given the product COc1cc(C#N)ccc1NC(=O)C1NC(CC(C)(C)C)C2(C(=O)Nc3cc(Cl)ccc32)C1c1cc(F)cc(Cl)c1, predict the reactants needed to synthesize it. The reactants are: CC(C)(C)CC1NC(C(=O)O)C(c2cc(F)cc(Cl)c2)C12C(=O)Nc1cc(Cl)ccc12.COc1cc(C#N)ccc1N. (3) The reactants are: Cc1nc2c3c(nn2c(C)c1Cl)CN(C(=O)c1ccccc1CO[C@H]1CCCN(C(=O)OC(C)(C)C)C1)C3. Given the product Cc1nc2c3c(nn2c(C)c1Cl)CN(C(=O)c1ccccc1CO[C@H]1CCCNC1)C3, predict the reactants needed to synthesize it. (4) Given the product CCc1cccc(C)c1NCC1OCCO1, predict the reactants needed to synthesize it. The reactants are: CCc1cccc(C)c1N.ClCC1OCCO1. (5) Given the product CC(C)(C)OC(=O)N1CC[C@H](CNC(=O)c2cc(Br)c(Br)s2)C1, predict the reactants needed to synthesize it. The reactants are: CC(C)(C)OC(=O)N1CC[C@H](CN)C1.O=C(O)c1cc(Br)c(Br)s1. (6) Given the product COc1ccc(C(=O)NC[C@@H]2[C@H]3C[C@H]3CN2C(=O)c2nc(C)sc2-c2cccc(C)c2)c(OC)c1, predict the reactants needed to synthesize it. The reactants are: COc1ccc(C(=O)O)c(OC)c1.Cc1cccc(-c2sc(C)nc2C(=O)N2C[C@@H]3C[C@@H]3[C@H]2CN)c1.